From a dataset of Full USPTO retrosynthesis dataset with 1.9M reactions from patents (1976-2016). Predict the reactants needed to synthesize the given product. (1) Given the product [C:35]1([C:40]2[N:44]([CH2:45][C:46]([NH:8][C@H:9]([C:19]3[C:24]([C:25]4[CH:26]=[CH:27][C:28]([F:34])=[C:29]([CH:33]=4)[C:30]([NH2:32])=[O:31])=[CH:23][CH:22]=[CH:21][N:20]=3)[CH2:10][C:11]3[CH:12]=[C:13]([F:18])[CH:14]=[C:15]([F:17])[CH:16]=3)=[O:47])[N:43]=[C:42]([C:49]([F:51])([F:52])[F:50])[CH:41]=2)[CH2:39][CH2:38][CH2:37][CH:36]=1, predict the reactants needed to synthesize it. The reactants are: FC(F)(F)C(O)=O.[NH2:8][C@H:9]([C:19]1[C:24]([C:25]2[CH:26]=[CH:27][C:28]([F:34])=[C:29]([CH:33]=2)[C:30]([NH2:32])=[O:31])=[CH:23][CH:22]=[CH:21][N:20]=1)[CH2:10][C:11]1[CH:16]=[C:15]([F:17])[CH:14]=[C:13]([F:18])[CH:12]=1.[C:35]1([C:40]2[N:44]([CH2:45][C:46](O)=[O:47])[N:43]=[C:42]([C:49]([F:52])([F:51])[F:50])[CH:41]=2)[CH2:39][CH2:38][CH2:37][CH:36]=1. (2) Given the product [OH:1][C:2]1[C:10]2[C:5](=[CH:6][C:7]([O:11][C:12]3[CH:17]=[CH:16][CH:15]=[CH:14][C:13]=3[CH3:18])=[CH:8][CH:9]=2)[C:4]([OH:19])=[C:20]([C:21]([O:23][CH2:24][CH2:25][CH2:26][CH3:27])=[O:22])[N:3]=1, predict the reactants needed to synthesize it. The reactants are: [O:1]=[C:2]1[C:10]2[C:5](=[CH:6][C:7]([O:11][C:12]3[CH:17]=[CH:16][CH:15]=[CH:14][C:13]=3[CH3:18])=[CH:8][CH:9]=2)[C:4](=[O:19])[N:3]1[CH2:20][C:21]([O:23][CH3:24])=[O:22].[CH2:25](O)[CH2:26][CH2:27]C. (3) Given the product [OH:8][C@@H:9]1[C@@:43]2([CH3:44])[C:13](=[CH:14][CH:15]=[C:16]3[C@@H:42]2[CH2:41][CH2:40][C@@:39]2([CH3:45])[C@H:17]3[CH2:18][CH:19]=[C:20]2[C:21]([O:24]/[CH:25]=[CH:26]\[CH2:27][C:28]([OH:31])([CH3:30])[CH3:29])([CH3:23])[CH3:22])[CH2:12][C@@H:11]([OH:46])[CH2:10]1, predict the reactants needed to synthesize it. The reactants are: [Si]([O:8][C@@H:9]1[C@@:43]2([CH3:44])[C:13](=[CH:14][CH:15]=[C:16]3[C@@H:42]2[CH2:41][CH2:40][C@@:39]2([CH3:45])[C@H:17]3[CH2:18][CH:19]=[C:20]2[C:21]([O:24]/[CH:25]=[CH:26]\[CH2:27][C:28]([O:31][Si](CC)(CC)CC)([CH3:30])[CH3:29])([CH3:23])[CH3:22])[CH2:12][C@@H:11]([O:46][Si](C(C)(C)C)(C)C)[CH2:10]1)(C(C)(C)C)(C)C.O1CCCC1.[F-].C([N+](CCCC)(CCCC)CCCC)CCC. (4) Given the product [F:28][C:29]1[CH:30]=[C:31]([C:10]2[CH:11]=[CH:12][C:7]([O:6][CH2:5][C:4]([OH:3])=[O:27])=[C:8]([C:14]([C:16]3[CH:17]=[N:18][N:19]([C:21]4[CH:22]=[CH:23][CH:24]=[CH:25][CH:26]=4)[CH:20]=3)=[O:15])[CH:9]=2)[CH:32]=[C:33]([F:35])[CH:34]=1, predict the reactants needed to synthesize it. The reactants are: C([O:3][C:4](=[O:27])[CH2:5][O:6][C:7]1[CH:12]=[CH:11][C:10](Br)=[CH:9][C:8]=1[C:14]([C:16]1[CH:17]=[N:18][N:19]([C:21]2[CH:26]=[CH:25][CH:24]=[CH:23][CH:22]=2)[CH:20]=1)=[O:15])C.[F:28][C:29]1[CH:30]=[C:31](B(O)O)[CH:32]=[C:33]([F:35])[CH:34]=1.